Regression. Given a peptide amino acid sequence and an MHC pseudo amino acid sequence, predict their binding affinity value. This is MHC class II binding data. From a dataset of Peptide-MHC class II binding affinity with 134,281 pairs from IEDB. (1) The peptide sequence is KESGDAASGADGTYD. The MHC is HLA-DQA10501-DQB10301 with pseudo-sequence HLA-DQA10501-DQB10301. The binding affinity (normalized) is 0.463. (2) The peptide sequence is LETVAIDRPAEARKV. The MHC is DRB1_0701 with pseudo-sequence DRB1_0701. The binding affinity (normalized) is 0.118.